From a dataset of Forward reaction prediction with 1.9M reactions from USPTO patents (1976-2016). Predict the product of the given reaction. (1) The product is: [CH:14]([O:17][C:18]([N:20]1[CH2:25][CH2:24][CH:23]([N:26]2[C:30]3=[N:31][CH:32]=[N:33][C:34]([O:13][C:10]4[CH:11]=[CH:12][C:7]([S:4]([CH3:3])(=[O:5])=[O:6])=[CH:8][CH:9]=4)=[C:29]3[C:28]([CH3:36])=[N:27]2)[CH2:22][CH2:21]1)=[O:19])([CH3:16])[CH3:15]. Given the reactants [H-].[Na+].[CH3:3][S:4]([C:7]1[CH:12]=[CH:11][C:10]([OH:13])=[CH:9][CH:8]=1)(=[O:6])=[O:5].[CH:14]([O:17][C:18]([N:20]1[CH2:25][CH2:24][CH:23]([N:26]2[C:30]3=[N:31][CH:32]=[N:33][C:34](Cl)=[C:29]3[C:28]([CH3:36])=[N:27]2)[CH2:22][CH2:21]1)=[O:19])([CH3:16])[CH3:15].[Cl-].[NH4+], predict the reaction product. (2) Given the reactants [Cl:1][C:2]1[CH:7]=[CH:6][CH:5]=[CH:4][C:3]=1[S:8]([N:11]1[CH2:32][CH2:31][C:14]2([C:18](=[O:19])[N:17]([C:20]3[CH:25]=[CH:24][C:23]([C:26]4(O)[CH2:29][O:28][CH2:27]4)=[CH:22][CH:21]=3)[CH2:16][CH2:15]2)[CH2:13][CH2:12]1)(=[O:10])=[O:9].CCN(S(F)(F)[F:39])CC, predict the reaction product. The product is: [Cl:1][C:2]1[CH:7]=[CH:6][CH:5]=[CH:4][C:3]=1[S:8]([N:11]1[CH2:32][CH2:31][C:14]2([C:18](=[O:19])[N:17]([C:20]3[CH:25]=[CH:24][C:23]([C:26]4([F:39])[CH2:29][O:28][CH2:27]4)=[CH:22][CH:21]=3)[CH2:16][CH2:15]2)[CH2:13][CH2:12]1)(=[O:10])=[O:9]. (3) Given the reactants C1C=CC(P(C2C=CC=CC=2)C2C=CC=CC=2)=CC=1.[NH2:20][C:21]1[CH:30]=[CH:29][C:28]2[C:23](=[C:24]([OH:31])[CH:25]=[CH:26][CH:27]=2)[N:22]=1.[CH:32]1[CH:37]=[CH:36][C:35]([CH2:38]OC(/N=N/C(O[CH2:38][C:35]2[CH:36]=[CH:37][CH:32]=[CH:33][CH:34]=2)=O)=O)=[CH:34][CH:33]=1.C(O)C1C=CC=CC=1, predict the reaction product. The product is: [CH2:38]([O:31][C:24]1[CH:25]=[CH:26][CH:27]=[C:28]2[C:23]=1[N:22]=[C:21]([NH2:20])[CH:30]=[CH:29]2)[C:35]1[CH:36]=[CH:37][CH:32]=[CH:33][CH:34]=1.